Predict which catalyst facilitates the given reaction. From a dataset of Catalyst prediction with 721,799 reactions and 888 catalyst types from USPTO. (1) Reactant: [Cl-].O[NH3+:3].[C:4](=[O:7])([O-])[OH:5].[Na+].CS(C)=O.[CH2:13]([C:15]1[N:16]([C:40]2[CH:45]=[CH:44][CH:43]=[CH:42][CH:41]=2)[C:17](=[O:39])[C:18]([CH2:24][C:25]2[CH:30]=[CH:29][C:28]([C:31]3[C:32]([C:37]#[N:38])=[CH:33][CH:34]=[CH:35][CH:36]=3)=[CH:27][CH:26]=2)=[C:19]([CH2:21][CH2:22][CH3:23])[N:20]=1)[CH3:14]. Product: [CH2:13]([C:15]1[N:16]([C:40]2[CH:45]=[CH:44][CH:43]=[CH:42][CH:41]=2)[C:17](=[O:39])[C:18]([CH2:24][C:25]2[CH:30]=[CH:29][C:28]([C:31]3[CH:36]=[CH:35][CH:34]=[CH:33][C:32]=3[C:37]3[NH:3][C:4](=[O:7])[O:5][N:38]=3)=[CH:27][CH:26]=2)=[C:19]([CH2:21][CH2:22][CH3:23])[N:20]=1)[CH3:14]. The catalyst class is: 13. (2) Reactant: [NH2:1][C:2]1[C:3]([O:17][CH3:18])=[C:4]([NH:12][S:13]([CH3:16])(=[O:15])=[O:14])[CH:5]=[C:6]([C:8]([CH3:11])([CH3:10])[CH3:9])[CH:7]=1.[C:19]([O-:22])(O)=O.[Na+].C(Cl)(Cl)=O.[N-]=C=O.[NH2:31][C:32]1[C:41]2[C:36](=[CH:37][CH:38]=[CH:39][CH:40]=2)[C:35]([N:42]2[C:50]3[CH:49]=[CH:48][N:47]=[CH:46][C:45]=3[CH:44]=[CH:43]2)=[CH:34][CH:33]=1. Product: [C:8]([C:6]1[CH:7]=[C:2]([NH:1][C:19]([NH:31][C:32]2[C:41]3[C:36](=[CH:37][CH:38]=[CH:39][CH:40]=3)[C:35]([N:42]3[C:50]4[CH:49]=[CH:48][N:47]=[CH:46][C:45]=4[CH:44]=[CH:43]3)=[CH:34][CH:33]=2)=[O:22])[C:3]([O:17][CH3:18])=[C:4]([NH:12][S:13]([CH3:16])(=[O:15])=[O:14])[CH:5]=1)([CH3:10])([CH3:11])[CH3:9]. The catalyst class is: 410. (3) The catalyst class is: 3. Product: [CH3:1][O:2][CH2:3][CH:4]([CH3:23])[O:5][C:6]1[C:7]([NH:19][C:20]2[S:21][CH:25]=[CH:26][N:22]=2)=[N:8][CH:9]=[C:10]([O:12][C:13]2[CH:18]=[CH:17][CH:16]=[CH:15][CH:14]=2)[CH:11]=1. Reactant: [CH3:1][O:2][CH2:3][CH:4]([CH3:23])[O:5][C:6]1[C:7]([NH:19][C:20]([NH2:22])=[S:21])=[N:8][CH:9]=[C:10]([O:12][C:13]2[CH:18]=[CH:17][CH:16]=[CH:15][CH:14]=2)[CH:11]=1.Cl[CH2:25][CH:26]=O. (4) Reactant: [BH-](OC(C)=O)(OC(C)=O)OC(C)=O.[Na+].[CH:15]([C:17]1[CH:18]=[C:19]([C:26]2[CH:31]=[CH:30][CH:29]=[CH:28][C:27]=2[CH2:32][CH2:33][NH:34][S:35]([C:38]2[CH:43]=[CH:42][CH:41]=[CH:40][CH:39]=2)(=[O:37])=[O:36])[CH:20]=[CH:21][C:22]=1[N+:23]([O-:25])=[O:24])=O.[CH2:44]([NH2:47])[CH2:45][CH3:46].CO. Product: [N+:23]([C:22]1[CH:21]=[CH:20][C:19]([C:26]2[CH:31]=[CH:30][CH:29]=[CH:28][C:27]=2[CH2:32][CH2:33][NH:34][S:35]([C:38]2[CH:43]=[CH:42][CH:41]=[CH:40][CH:39]=2)(=[O:36])=[O:37])=[CH:18][C:17]=1[CH2:15][NH:47][CH2:44][CH2:45][CH3:46])([O-:25])=[O:24]. The catalyst class is: 26. (5) Reactant: C([Si]([O:8][CH:9]1[CH2:25][CH2:24][CH:13]2[CH2:14][O:15][C:16]3[C:21]([C:12]2([S:26]([C:29]2[CH:34]=[CH:33][C:32]([Cl:35])=[CH:31][CH:30]=2)(=[O:28])=[O:27])[CH2:11][CH2:10]1)=[C:20]([F:22])[CH:19]=[CH:18][C:17]=3[F:23])(C)C)(C)(C)C.CCCC[N+](CCCC)(CCCC)CCCC.[F-].CCOC(C)=O.C(Cl)Cl. Product: [Cl:35][C:32]1[CH:31]=[CH:30][C:29]([S:26]([C:12]23[CH2:11][CH2:10][CH:9]([OH:8])[CH2:25][CH2:24][CH:13]2[CH2:14][O:15][C:16]2[C:21]3=[C:20]([F:22])[CH:19]=[CH:18][C:17]=2[F:23])(=[O:28])=[O:27])=[CH:34][CH:33]=1. The catalyst class is: 1. (6) Reactant: [C:1]([O:5][C:6](=[O:51])[NH:7][CH2:8][CH2:9][C:10]1[CH:15]=[CH:14][C:13]([O:16][CH2:17][CH2:18]/[CH:19]=[CH:20]/[C:21]2[CH:26]=[CH:25][C:24]([O:27]CC3C=CC=CC=3)=[C:23]([C@@H:35]([C:45]3[CH:50]=[CH:49][CH:48]=[CH:47][CH:46]=3)[CH2:36][CH2:37][N:38]([CH:42]([CH3:44])[CH3:43])[CH:39]([CH3:41])[CH3:40])[CH:22]=2)=[CH:12][CH:11]=1)([CH3:4])([CH3:3])[CH3:2].C([O-])=O.[NH4+]. Product: [NH3:7].[C:1]([O:5][C:6](=[O:51])[NH:7][CH2:8][CH2:9][C:10]1[CH:11]=[CH:12][C:13]([O:16][CH2:17][CH2:18][CH2:19][CH2:20][C:21]2[CH:26]=[CH:25][C:24]([OH:27])=[C:23]([C@@H:35]([C:45]3[CH:46]=[CH:47][CH:48]=[CH:49][CH:50]=3)[CH2:36][CH2:37][N:38]([CH:42]([CH3:43])[CH3:44])[CH:39]([CH3:40])[CH3:41])[CH:22]=2)=[CH:14][CH:15]=1)([CH3:2])([CH3:3])[CH3:4]. The catalyst class is: 421.